From a dataset of Forward reaction prediction with 1.9M reactions from USPTO patents (1976-2016). Predict the product of the given reaction. (1) Given the reactants C([O:3][C:4](=O)[CH2:5][O:6][C:7]1[CH:12]=[C:11]([Cl:13])[C:10]([Cl:14])=[CH:9][C:8]=1[N+:15]([O-])=O)C.O.O.Cl[Sn]Cl.CC#N.O.FC(F)(F)C(O)=O, predict the reaction product. The product is: [Cl:14][C:10]1[C:11]([Cl:13])=[CH:12][C:7]2[O:6][CH2:5][C:4](=[O:3])[NH:15][C:8]=2[CH:9]=1. (2) Given the reactants CC1C=CC(S(O[CH2:12][CH:13]2[O:17][C:16]3[C:18]4[CH2:19][CH2:20][CH2:21][C:22]=4[C:23]([CH3:25])=[CH:24][C:15]=3[CH2:14]2)(=O)=O)=CC=1.[N-:26]=[N+:27]=[N-:28].[Na+].N(CC1OC2C3C(C=CC=2C1)=CC=CC=3)=[N+]=[N-], predict the reaction product. The product is: [CH3:25][C:23]1[C:22]2[CH2:21][CH2:20][CH2:19][C:18]=2[C:16]2[O:17][CH:13]([CH2:12][N:26]=[N+:27]=[N-:28])[CH2:14][C:15]=2[CH:24]=1. (3) The product is: [Cl:1][C:2]1[CH:3]=[C:4]([C:9]2([C:14]([O:16][CH3:17])=[O:15])[CH2:11][CH:10]2[CH2:12][NH:19][CH3:18])[CH:5]=[CH:6][C:7]=1[Cl:8]. Given the reactants [Cl:1][C:2]1[CH:3]=[C:4]([C:9]2([C:14]([O:16][CH3:17])=[O:15])[CH2:11][CH:10]2[CH:12]=O)[CH:5]=[CH:6][C:7]=1[Cl:8].[CH3:18][NH2:19].[BH4-].[Na+], predict the reaction product. (4) The product is: [F:1][C:2]1[CH:7]=[CH:6][C:5]([N:8]2[C:17]3[C:12](=[N:13][CH:14]=[C:15]([CH2:18][C:19]4[CH:24]=[CH:23][C:22]([F:25])=[CH:21][CH:20]=4)[CH:16]=3)[C:11]([OH:26])=[C:10]([C:27]([NH:41][CH2:40][CH2:39][N:33]3[CH2:38][CH2:37][O:36][CH2:35][CH2:34]3)=[O:28])[C:9]2=[O:32])=[CH:4][CH:3]=1. Given the reactants [F:1][C:2]1[CH:7]=[CH:6][C:5]([N:8]2[C:17]3[C:12](=[N:13][CH:14]=[C:15]([CH2:18][C:19]4[CH:24]=[CH:23][C:22]([F:25])=[CH:21][CH:20]=4)[CH:16]=3)[C:11]([OH:26])=[C:10]([C:27](OCC)=[O:28])[C:9]2=[O:32])=[CH:4][CH:3]=1.[N:33]1([CH2:39][CH2:40][NH2:41])[CH2:38][CH2:37][O:36][CH2:35][CH2:34]1, predict the reaction product. (5) Given the reactants C(C1COC(=O)C1)CCC.OC1C=CC=CN=1.C1([C@@H](N)C)C=CC=CC=1.[C:27]1([C@@H:33]([NH:35][C:36](=[O:45])[CH2:37][C@@H:38]([CH2:43][OH:44])[CH2:39][CH2:40][CH2:41][CH3:42])[CH3:34])[CH:32]=[CH:31][CH:30]=[CH:29][CH:28]=1, predict the reaction product. The product is: [C:27]1([C@@H:33]([NH:35][C:36](=[O:45])[CH2:37][C@H:38]([CH2:43][OH:44])[CH2:39][CH2:40][CH2:41][CH3:42])[CH3:34])[CH:32]=[CH:31][CH:30]=[CH:29][CH:28]=1. (6) Given the reactants [CH3:1][C:2]1([CH3:34])[CH2:7][CH2:6][N:5]([CH2:8][C:9]2[CH:14]=[CH:13][C:12]([C:15]([F:18])([F:17])[F:16])=[CH:11][CH:10]=2)[CH:4]([C:19]([NH:21][C@H:22]([C:24]2[CH:33]=[CH:32][C:27]([C:28]([O:30]C)=[O:29])=[CH:26][CH:25]=2)[CH3:23])=[O:20])[CH2:3]1.O[Li].O, predict the reaction product. The product is: [CH3:34][C:2]1([CH3:1])[CH2:7][CH2:6][N:5]([CH2:8][C:9]2[CH:10]=[CH:11][C:12]([C:15]([F:18])([F:17])[F:16])=[CH:13][CH:14]=2)[CH:4]([C:19]([NH:21][C@H:22]([C:24]2[CH:25]=[CH:26][C:27]([C:28]([OH:30])=[O:29])=[CH:32][CH:33]=2)[CH3:23])=[O:20])[CH2:3]1. (7) Given the reactants [H-].[Na+].[N+:3]([C:6]1[CH:11]=[CH:10][C:9]([NH:12][C:13]([C:15]23[O:21][CH:20]2[CH:19]2[CH2:22][CH2:23][CH:16]3[CH2:17][CH2:18]2)=[O:14])=[CH:8][C:7]=1[C:24]([F:27])([F:26])[F:25])([O-:5])=[O:4].C1(P([NH:42]O)(C2C=CC=CC=2)=O)C=CC=CC=1, predict the reaction product. The product is: [N+:3]([C:6]1[CH:11]=[CH:10][C:9]([N:12]([C:13]([C:15]23[O:21][CH:20]2[CH:19]2[CH2:18][CH2:17][CH:16]3[CH2:23][CH2:22]2)=[O:14])[NH2:42])=[CH:8][C:7]=1[C:24]([F:27])([F:25])[F:26])([O-:5])=[O:4]. (8) Given the reactants Br[C:2]1[C:3]([N:22]2[CH2:25][CH:24]([C:26]([OH:29])([CH3:28])[CH3:27])[CH2:23]2)=[N:4][CH:5]=[C:6]([CH:21]=1)[C:7]([NH:9][C:10]1[CH:15]=[CH:14][C:13]([O:16][C:17]([F:20])([F:19])[F:18])=[CH:12][CH:11]=1)=[O:8].[N:30]1[CH:35]=[C:34](B(O)O)[CH:33]=[N:32][CH:31]=1, predict the reaction product. The product is: [OH:29][C:26]([CH:24]1[CH2:25][N:22]([C:3]2[C:2]([C:34]3[CH:35]=[N:30][CH:31]=[N:32][CH:33]=3)=[CH:21][C:6]([C:7]([NH:9][C:10]3[CH:15]=[CH:14][C:13]([O:16][C:17]([F:20])([F:19])[F:18])=[CH:12][CH:11]=3)=[O:8])=[CH:5][N:4]=2)[CH2:23]1)([CH3:28])[CH3:27]. (9) Given the reactants Cl[C:2]1[C:7]([C:8]#[N:9])=[C:6]([C:10]2[CH:15]=[CH:14][CH:13]=[CH:12][C:11]=2[O:16][CH2:17][C:18]2[CH:23]=[CH:22][CH:21]=[CH:20][CH:19]=2)[N:5]=[C:4]([NH:24][CH:25]2[CH2:27][CH2:26]2)[N:3]=1.[SH:28][CH2:29][C:30]([NH2:32])=[O:31].C([O-])([O-])=O.[Na+].[Na+].CC[O-].[Na+], predict the reaction product. The product is: [NH2:9][C:8]1[C:7]2[C:6]([C:10]3[CH:15]=[CH:14][CH:13]=[CH:12][C:11]=3[O:16][CH2:17][C:18]3[CH:23]=[CH:22][CH:21]=[CH:20][CH:19]=3)=[N:5][C:4]([NH:24][CH:25]3[CH2:27][CH2:26]3)=[N:3][C:2]=2[S:28][C:29]=1[C:30]([NH2:32])=[O:31]. (10) Given the reactants [NH2:1][C@@H:2]1[C:8](=[O:9])[N:7]([CH3:10])[C:6]2[CH:11]=[CH:12][CH:13]=[CH:14][C:5]=2[O:4][CH2:3]1.[F:15][C:16]([F:29])([C:25]([F:28])([F:27])[F:26])[CH2:17][NH:18][C:19](=[O:24])[CH2:20][C:21](O)=[O:22].O.ON1C2C=CC=CC=2N=N1.Cl.CN(C)CCCN=C=NCC.C(N(C(C)C)CC)(C)C.Cl, predict the reaction product. The product is: [CH3:10][N:7]1[C:6]2[CH:11]=[CH:12][CH:13]=[CH:14][C:5]=2[O:4][CH2:3][C@H:2]([NH:1][C:21](=[O:22])[CH2:20][C:19]([NH:18][CH2:17][C:16]([F:29])([F:15])[C:25]([F:26])([F:28])[F:27])=[O:24])[C:8]1=[O:9].